From a dataset of NCI-60 drug combinations with 297,098 pairs across 59 cell lines. Regression. Given two drug SMILES strings and cell line genomic features, predict the synergy score measuring deviation from expected non-interaction effect. (1) Drug 1: CC12CCC(CC1=CCC3C2CCC4(C3CC=C4C5=CN=CC=C5)C)O. Drug 2: CC1CCCC2(C(O2)CC(NC(=O)CC(C(C(=O)C(C1O)C)(C)C)O)C(=CC3=CSC(=N3)C)C)C. Cell line: DU-145. Synergy scores: CSS=-4.46, Synergy_ZIP=0.720, Synergy_Bliss=-2.32, Synergy_Loewe=-5.51, Synergy_HSA=-4.83. (2) Drug 1: CN(C)C1=NC(=NC(=N1)N(C)C)N(C)C. Drug 2: CN(CC1=CN=C2C(=N1)C(=NC(=N2)N)N)C3=CC=C(C=C3)C(=O)NC(CCC(=O)O)C(=O)O. Cell line: NCIH23. Synergy scores: CSS=10.9, Synergy_ZIP=-1.40, Synergy_Bliss=0.687, Synergy_Loewe=-15.7, Synergy_HSA=-1.02. (3) Cell line: RXF 393. Synergy scores: CSS=10.6, Synergy_ZIP=-2.41, Synergy_Bliss=-0.139, Synergy_Loewe=-6.99, Synergy_HSA=-2.19. Drug 1: CCN(CC)CCCC(C)NC1=C2C=C(C=CC2=NC3=C1C=CC(=C3)Cl)OC. Drug 2: CC(C)NC(=O)C1=CC=C(C=C1)CNNC.Cl. (4) Drug 1: CN1CCC(CC1)COC2=C(C=C3C(=C2)N=CN=C3NC4=C(C=C(C=C4)Br)F)OC. Drug 2: CCC1(CC2CC(C3=C(CCN(C2)C1)C4=CC=CC=C4N3)(C5=C(C=C6C(=C5)C78CCN9C7C(C=CC9)(C(C(C8N6C=O)(C(=O)OC)O)OC(=O)C)CC)OC)C(=O)OC)O.OS(=O)(=O)O. Cell line: EKVX. Synergy scores: CSS=42.2, Synergy_ZIP=0.504, Synergy_Bliss=1.96, Synergy_Loewe=2.85, Synergy_HSA=3.77. (5) Drug 1: CS(=O)(=O)OCCCCOS(=O)(=O)C. Drug 2: C1CC(=O)NC(=O)C1N2C(=O)C3=CC=CC=C3C2=O. Cell line: OVCAR-8. Synergy scores: CSS=-5.13, Synergy_ZIP=3.81, Synergy_Bliss=4.40, Synergy_Loewe=-4.56, Synergy_HSA=-2.75. (6) Drug 1: C1=CC(=CC=C1C#N)C(C2=CC=C(C=C2)C#N)N3C=NC=N3. Drug 2: CC1=C(C=C(C=C1)NC(=O)C2=CC=C(C=C2)CN3CCN(CC3)C)NC4=NC=CC(=N4)C5=CN=CC=C5. Cell line: MCF7. Synergy scores: CSS=-13.4, Synergy_ZIP=4.97, Synergy_Bliss=1.91, Synergy_Loewe=-6.09, Synergy_HSA=-7.32.